Dataset: HIV replication inhibition screening data with 41,000+ compounds from the AIDS Antiviral Screen. Task: Binary Classification. Given a drug SMILES string, predict its activity (active/inactive) in a high-throughput screening assay against a specified biological target. (1) The result is 0 (inactive). The drug is CC1=NC(C)(C)[N+]([O-])=C1. (2) The drug is COc1cc(C(=O)n2c3ccc(Br)cc3c3nc4ccccc4nc32)cc(OC)c1OC. The result is 0 (inactive). (3) The compound is C=CC(C)C(O[Si](C)(C)C(C)(C)C)c1c(O)c2c(c3c(CCC)cc(=O)oc13)OC(C)(C)C=C2. The result is 0 (inactive).